This data is from Reaction yield outcomes from USPTO patents with 853,638 reactions. The task is: Predict the reaction yield, written as a fraction of the theoretical maximum amount of product (1.0 means a 100% yield; for example, 0.34 means a 34% yield). (1) The reactants are C(NC(C)C)(C)C.C([Li])CCC.[Br:13][C:14]1[CH:15]=[CH:16][C:17]2[S:21][CH:20]=[CH:19][C:18]=2[CH:22]=1.Cl[Si:24]([CH3:27])([CH3:26])[CH3:25]. The catalyst is C1COCC1. The product is [Br:13][C:14]1[CH:15]=[CH:16][C:17]2[S:21][C:20]([Si:24]([CH3:27])([CH3:26])[CH3:25])=[CH:19][C:18]=2[CH:22]=1. The yield is 0.980. (2) The reactants are [CH2:1]([O:3][C:4]([C:6]1[N+:11]([O-])=[CH:10][C:9]2[CH2:13][CH2:14][CH2:15][C:8]=2[CH:7]=1)=[O:5])[CH3:2].O=P(Cl)(Cl)[Cl:18]. No catalyst specified. The product is [Cl:18][C:10]1[C:9]2[CH2:13][CH2:14][CH2:15][C:8]=2[CH:7]=[C:6]([C:4]([O:3][CH2:1][CH3:2])=[O:5])[N:11]=1. The yield is 0.790.